Dataset: Peptide-MHC class I binding affinity with 185,985 pairs from IEDB/IMGT. Task: Regression. Given a peptide amino acid sequence and an MHC pseudo amino acid sequence, predict their binding affinity value. This is MHC class I binding data. (1) The peptide sequence is RDQRGNVLL. The MHC is Mamu-A11 with pseudo-sequence Mamu-A11. The binding affinity (normalized) is 0.186. (2) The peptide sequence is TTTFITVLT. The MHC is HLA-A02:02 with pseudo-sequence HLA-A02:02. The binding affinity (normalized) is 0.278. (3) The peptide sequence is YQAENSTAE. The MHC is HLA-A02:03 with pseudo-sequence HLA-A02:03. The binding affinity (normalized) is 0.0847. (4) The MHC is HLA-B51:01 with pseudo-sequence HLA-B51:01. The peptide sequence is LALLAAFKV. The binding affinity (normalized) is 0.381. (5) The MHC is HLA-A24:03 with pseudo-sequence HLA-A24:03. The peptide sequence is GSKYRGLPK. The binding affinity (normalized) is 0.0847. (6) The peptide sequence is HLFGYSWYK. The MHC is HLA-A03:01 with pseudo-sequence HLA-A03:01. The binding affinity (normalized) is 0.927. (7) The peptide sequence is TAPPEDPAVDL. The MHC is Mamu-A01 with pseudo-sequence Mamu-A01. The binding affinity (normalized) is 0.